From a dataset of Reaction yield outcomes from USPTO patents with 853,638 reactions. Predict the reaction yield, written as a fraction of the theoretical maximum amount of product (1.0 means a 100% yield; for example, 0.34 means a 34% yield). (1) The reactants are [CH2:1]([N:4]1[CH:8]=[CH:7][N:6]=[C:5]1[C:9]1[S:13][C:12](Br)=[N:11][C:10]=1[Br:15])[CH:2]=[CH2:3].C[Sn](C)(C)[C:18]1[CH:23]=[CH:22][N:21]=[C:20]([NH:24][C:25](=[O:27])[CH3:26])[CH:19]=1.[Cl-].[Li+]. The catalyst is O1CCOCC1.[Cu]I. The product is [CH2:1]([N:4]1[CH:8]=[CH:7][N:6]=[C:5]1[C:9]1[S:13][C:12]([C:18]2[CH:23]=[CH:22][N:21]=[C:20]([NH:24][C:25](=[O:27])[CH3:26])[CH:19]=2)=[N:11][C:10]=1[Br:15])[CH:2]=[CH2:3]. The yield is 0.540. (2) The reactants are [N+:1]([O-:4])(O)=[O:2].[CH:5]([C:8]1[CH:13]=[CH:12][CH:11]=[C:10]([CH:14]([CH3:16])[CH3:15])[CH:9]=1)([CH3:7])[CH3:6]. The catalyst is C(O)(=O)C.C(OC(=O)C)(=O)C.O.CCCCCC. The product is [CH:5]([C:8]1[CH:9]=[C:10]([CH:14]([CH3:16])[CH3:15])[CH:11]=[CH:12][C:13]=1[N+:1]([O-:4])=[O:2])([CH3:7])[CH3:6]. The yield is 0.980. (3) The reactants are [CH2:1]([O:8][C:9]1[CH:18]=[C:17]2[C:12]([C:13](O)=[CH:14][CH:15]=[N:16]2)=[CH:11][C:10]=1[O:20][CH3:21])[C:2]1[CH:7]=[CH:6][CH:5]=[CH:4][CH:3]=1.C(=O)([O-])[O-].[Na+].[Na+].C(=O)(O)[O-].[Na+].P(Cl)(Cl)([Cl:35])=O. No catalyst specified. The product is [CH2:1]([O:8][C:9]1[CH:18]=[C:17]2[C:12]([C:13]([Cl:35])=[CH:14][CH:15]=[N:16]2)=[CH:11][C:10]=1[O:20][CH3:21])[C:2]1[CH:7]=[CH:6][CH:5]=[CH:4][CH:3]=1. The yield is 0.950. (4) The reactants are [C:1]([C:4]1[CH:5]=[C:6]([CH:17]=[CH:18][CH:19]=1)[O:7][C:8]1[CH:13]=[CH:12][C:11]([N+:14]([O-])=O)=[CH:10][CH:9]=1)([OH:3])=[O:2]. The catalyst is CO.[Pd]. The product is [C:1]([C:4]1[CH:5]=[C:6]([CH:17]=[CH:18][CH:19]=1)[O:7][C:8]1[CH:13]=[CH:12][C:11]([NH2:14])=[CH:10][CH:9]=1)([OH:3])=[O:2]. The yield is 0.480. (5) The reactants are [C:1]1([S:7](Cl)(=[O:9])=[O:8])[CH:6]=[CH:5][CH:4]=[CH:3][CH:2]=1.[NH2:11][C:12]1[CH:17]=[C:16]([O:18][CH2:19][CH2:20][C:21]2[CH:26]=[CH:25][C:24]([C:27]#[N:28])=[CH:23][CH:22]=2)[CH:15]=[CH:14][C:13]=1[CH3:29].C([O-])(O)=O.[Na+]. The catalyst is N1C=CC=CC=1. The product is [C:27]([C:24]1[CH:25]=[CH:26][C:21]([CH2:20][CH2:19][O:18][C:16]2[CH:15]=[CH:14][C:13]([CH3:29])=[C:12]([NH:11][S:7]([C:1]3[CH:6]=[CH:5][CH:4]=[CH:3][CH:2]=3)(=[O:9])=[O:8])[CH:17]=2)=[CH:22][CH:23]=1)#[N:28]. The yield is 1.00. (6) The reactants are [CH3:1][C:2]1[CH:7]=[CH:6][CH:5]=[CH:4][C:3]=1[OH:8].[Br:9][CH2:10][CH2:11][CH2:12]Br.C([O-])([O-])=O.[Cs+].[Cs+]. The catalyst is C(#N)C. The product is [CH3:1][C:2]1[CH:7]=[CH:6][CH:5]=[CH:4][C:3]=1[O:8][CH2:12][CH2:11][CH2:10][Br:9]. The yield is 0.441.